From a dataset of Forward reaction prediction with 1.9M reactions from USPTO patents (1976-2016). Predict the product of the given reaction. Given the reactants [CH3:1][O:2][C:3]1[C:8]([C:9]2[NH:10][C:11]3[C:16]([CH:17]=2)=[CH:15][C:14]([C:18]([O:20]C)=[O:19])=[CH:13][CH:12]=3)=[CH:7][CH:6]=[CH:5][N:4]=1.[OH-].[Li+].O, predict the reaction product. The product is: [CH3:1][O:2][C:3]1[C:8]([C:9]2[NH:10][C:11]3[C:16]([CH:17]=2)=[CH:15][C:14]([C:18]([OH:20])=[O:19])=[CH:13][CH:12]=3)=[CH:7][CH:6]=[CH:5][N:4]=1.